This data is from NCI-60 drug combinations with 297,098 pairs across 59 cell lines. The task is: Regression. Given two drug SMILES strings and cell line genomic features, predict the synergy score measuring deviation from expected non-interaction effect. (1) Drug 1: CN(C(=O)NC(C=O)C(C(C(CO)O)O)O)N=O. Drug 2: COC1=C2C(=CC3=C1OC=C3)C=CC(=O)O2. Cell line: OVCAR-4. Synergy scores: CSS=-5.16, Synergy_ZIP=2.11, Synergy_Bliss=1.41, Synergy_Loewe=-2.13, Synergy_HSA=-3.00. (2) Drug 1: CC1OCC2C(O1)C(C(C(O2)OC3C4COC(=O)C4C(C5=CC6=C(C=C35)OCO6)C7=CC(=C(C(=C7)OC)O)OC)O)O. Drug 2: C(CN)CNCCSP(=O)(O)O. Cell line: OVCAR-8. Synergy scores: CSS=33.6, Synergy_ZIP=-10.0, Synergy_Bliss=-3.94, Synergy_Loewe=-57.4, Synergy_HSA=-3.24. (3) Drug 1: C1CN1P(=S)(N2CC2)N3CC3. Drug 2: COC1=NC(=NC2=C1N=CN2C3C(C(C(O3)CO)O)O)N. Cell line: IGROV1. Synergy scores: CSS=5.82, Synergy_ZIP=-0.868, Synergy_Bliss=2.86, Synergy_Loewe=-7.56, Synergy_HSA=-1.27. (4) Drug 1: COC1=C2C(=CC3=C1OC=C3)C=CC(=O)O2. Drug 2: C1CN(P(=O)(OC1)NCCCl)CCCl. Cell line: HT29. Synergy scores: CSS=29.8, Synergy_ZIP=-3.16, Synergy_Bliss=3.45, Synergy_Loewe=-44.3, Synergy_HSA=1.14. (5) Drug 1: CS(=O)(=O)CCNCC1=CC=C(O1)C2=CC3=C(C=C2)N=CN=C3NC4=CC(=C(C=C4)OCC5=CC(=CC=C5)F)Cl. Drug 2: CC1CCCC2(C(O2)CC(NC(=O)CC(C(C(=O)C(C1O)C)(C)C)O)C(=CC3=CSC(=N3)C)C)C. Cell line: HCC-2998. Synergy scores: CSS=56.0, Synergy_ZIP=11.2, Synergy_Bliss=11.1, Synergy_Loewe=-14.5, Synergy_HSA=12.0. (6) Drug 1: CCC1=CC2CC(C3=C(CN(C2)C1)C4=CC=CC=C4N3)(C5=C(C=C6C(=C5)C78CCN9C7C(C=CC9)(C(C(C8N6C)(C(=O)OC)O)OC(=O)C)CC)OC)C(=O)OC.C(C(C(=O)O)O)(C(=O)O)O. Drug 2: C(CCl)NC(=O)N(CCCl)N=O. Cell line: SN12C. Synergy scores: CSS=42.2, Synergy_ZIP=-1.53, Synergy_Bliss=0.0216, Synergy_Loewe=-8.06, Synergy_HSA=2.32. (7) Drug 1: CC1=C(C=C(C=C1)NC2=NC=CC(=N2)N(C)C3=CC4=NN(C(=C4C=C3)C)C)S(=O)(=O)N.Cl. Drug 2: C1C(C(OC1N2C=C(C(=O)NC2=O)F)CO)O. Cell line: SN12C. Synergy scores: CSS=29.5, Synergy_ZIP=-1.47, Synergy_Bliss=-2.61, Synergy_Loewe=-8.90, Synergy_HSA=-2.68.